This data is from Drug-target binding data from BindingDB using IC50 measurements. The task is: Regression. Given a target protein amino acid sequence and a drug SMILES string, predict the binding affinity score between them. We predict pIC50 (pIC50 = -log10(IC50 in M); higher means more potent). Dataset: bindingdb_ic50. (1) The small molecule is CCCCCCCCCCCCCCCCCC(=O)c1c(C(=O)O)n(CCCCCC)c2ccccc12. The target protein (A4IFJ5) has sequence MSFIDPYQHIIVEHHYSHKFTVVVLRATKVTKGTFGDMLDTPDPYVELFISSTPDSRKRTRHFNNDINPVWNETFEFILDPNQENILEITLMDANYVMDETLGTTTFPISSMKVGEKKQVPFIFNQVTEMILEMSLEVCSSPDLRFSMALCDQEKAFRQQRKENIKENMKKLLGPKNSEGLHSTRDVPVVAILGSGGGFRAMVGFSGVMKALYESGILDCATYIAGLSGSTWYMSTLYSHPDFPEKGPEEINKELMKNVSHNPLLLLTPQKIKRYVESLWRKKSSGQPVTFTDIFGMLIGETLIHNRMNTTLSSLKEKVNTGQCPLPLFTCLHVKPDVSELMFADWVEFSPFEIGMAKYGTFMAPDLFGSKFFMGTVVKKYEENPLHFLMGVWGSAFSILFNRVLGVSGSQSKGSTMEEELENITAKHIVSNDSSDSDDESQGPKGTEHEEAEREYQNDNQASWVQRMLMALVSDSALFNTREGRAGKVHNFMLGLNLNT.... The pIC50 is 5.0. (2) The target protein (Q9NRC8) has sequence MAAGGLSRSERKAAERVRRLREEQQRERLRQVSRILRKAAAERSAEEGRLLAESADLVTELQGRSRRREGLKRRQEEVCDDPEELRGKVRELASAVRNAKYLVVYTGAGISTAASIPDYRGPNGVWTLLQKGRSVSAADLSEAEPTLTHMSITRLHEQKLVQHVVSQNCDGLHLRSGLPRTAISELHGNMYIEVCTSCVPNREYVRVFDVTERTALHRHQTGRTCHKCGTQLRDTIVHFGERGTLGQPLNWEAATEAASRADTILCLGSSLKVLKKYPRLWCMTKPPSRRPKLYIVNLQWTPKDDWAALKLHGKCDDVMRLLMAELGLEIPAYSRWQDPIFSLATPLRAGEEGSHSRKSLCRSREEAPPGDRGAPLSSAPILGGWFGRGCTKRTKRKKVT. The compound is CCCC(=S)NCCCCC(NC(=O)Oc1ccccc1)C(=O)Nc1ccccc1. The pIC50 is 3.7. (3) The drug is Cc1cc(C)cc(-n2cccc2-c2nc(N3CCCCCC3)nc(N3CCCCCC3)n2)c1. The target protein (P00817) has sequence MTYTTRQIGAKNTLEYKVYIEKDGKPVSAFHDIPLYADKENNIFNMVVEIPRWTNAKLEITKEETLNPIIQDTKKGKLRFVRNCFPHHGYIHNYGAFPQTWEDPNVSHPETKAVGDNDPIDVLEIGETIAYTGQVKQVKALGIMALLDEGETDWKVIAIDINDPLAPKLNDIEDVEKYFPGLLRATNEWFRIYKIPDGKPENQFAFSGEAKNKKYALDIIKETHDSWKQLIAGKSSDSKGIDLTNVTLPDTPTYSKAASDAIPPASPKADAPIDKSIDKWFFISGSV. The pIC50 is 3.2. (4) The compound is O=c1oc(Cl)c(Cl)c2ccccc12. The target protein sequence is MKDLRLHKYFPGTFSLIILTTLVFIYELVVGFDRAIQELAQINGLVTLGQWWRLITAIFLHMGFIHFGLNIFWLFYLGIDLEGIVGTRRFLTVFFASALVGNLLSLITLPPYVASGGASGGLFGVVGALLGIEGVLRRNIQKALINALLLFLINSIFPGVNAVAHFGGLVTGLIFGYYYGKWLRRKMLDMSYWLEVS. The pIC50 is 4.8.